From a dataset of Catalyst prediction with 721,799 reactions and 888 catalyst types from USPTO. Predict which catalyst facilitates the given reaction. (1) Reactant: [NH2:1][CH2:2][C:3]1[S:4][CH:5]=[CH:6][CH:7]=1.[C:8]1(=[O:18])[O:13][C:11](=[O:12])[C:10]2=[CH:14][CH:15]=[CH:16][CH:17]=[C:9]12. Product: [S:4]1[CH:5]=[CH:6][CH:7]=[C:3]1[CH2:2][NH:1][C:8](=[O:18])[C:9]1[C:10](=[CH:14][CH:15]=[CH:16][CH:17]=1)[C:11]([OH:13])=[O:12]. The catalyst class is: 22. (2) Reactant: [Cl:1][C:2]1[CH:3]=[CH:4][C:5]([OH:11])=[C:6]([CH:10]=1)[C:7]([NH2:9])=[O:8].N1C=CC=CC=1.Cl[C:19](OCC)=[O:20].Cl. Product: [Cl:1][C:2]1[CH:3]=[CH:4][C:5]2[O:11][C:19](=[O:20])[NH:9][C:7](=[O:8])[C:6]=2[CH:10]=1. The catalyst class is: 192. (3) The catalyst class is: 795. Reactant: [C:1]([NH:5][S:6]([C:9]1([CH2:12]O)[CH2:11][CH2:10]1)(=[O:8])=[O:7])([CH3:4])([CH3:3])[CH3:2].C(N(S(F)(F)[F:20])CC)C.C(=O)(O)[O-].[Na+].Cl. Product: [C:1]([NH:5][S:6]([C:9]1([CH2:12][F:20])[CH2:11][CH2:10]1)(=[O:8])=[O:7])([CH3:4])([CH3:3])[CH3:2]. (4) Reactant: [OH:1][C:2]1[CH:3]=[C:4]([CH:9]=[C:10]([OH:13])[C:11]=1[OH:12])[C:5]([O:7][CH3:8])=[O:6].C([O-])([O-])=O.[K+].[K+].[CH2:20]([CH:22]([CH2:25][CH2:26][CH2:27][CH3:28])[CH2:23]Br)[CH3:21].O. Product: [CH2:20]([CH:22]([CH2:25][CH2:26][CH2:27][CH3:28])[CH2:23][O:1][C:2]1[CH:3]=[C:4]([CH:9]=[C:10]([O:13][CH2:23][CH:22]([CH2:20][CH3:21])[CH2:25][CH2:26][CH2:27][CH3:28])[C:11]=1[O:12][CH2:23][CH:22]([CH2:20][CH3:21])[CH2:25][CH2:26][CH2:27][CH3:28])[C:5]([O:7][CH3:8])=[O:6])[CH3:21]. The catalyst class is: 3. (5) Reactant: [OH-].[Na+].C[O:4][C:5](=[O:34])[CH2:6][CH2:7][C:8]1[CH:13]=[CH:12][C:11]([O:14][CH2:15][CH2:16][C@@H:17]([O:19][C:20]2[CH:25]=[CH:24][C:23]([Cl:26])=[CH:22][C:21]=2[C:27]2[CH:32]=[CH:31][CH:30]=[CH:29][N:28]=2)[CH3:18])=[CH:10][C:9]=1[CH3:33].Cl. Product: [Cl:26][C:23]1[CH:24]=[CH:25][C:20]([O:19][C@@H:17]([CH3:18])[CH2:16][CH2:15][O:14][C:11]2[CH:12]=[CH:13][C:8]([CH2:7][CH2:6][C:5]([OH:34])=[O:4])=[C:9]([CH3:33])[CH:10]=2)=[C:21]([C:27]2[CH:32]=[CH:31][CH:30]=[CH:29][N:28]=2)[CH:22]=1. The catalyst class is: 5. (6) Reactant: [C:1](Cl)(=[O:3])[CH3:2].[NH2:5][C:6]1[CH:7]=[CH:8][C:9]([S:12][CH2:13][CH2:14][O:15][C:16](=[O:24])[C:17]2[CH:22]=[CH:21][CH:20]=[C:19]([Cl:23])[CH:18]=2)=[N:10][CH:11]=1.C(N(CC)CC)C. Product: [C:1]([NH:5][C:6]1[CH:7]=[CH:8][C:9]([S:12][CH2:13][CH2:14][O:15][C:16](=[O:24])[C:17]2[CH:22]=[CH:21][CH:20]=[C:19]([Cl:23])[CH:18]=2)=[N:10][CH:11]=1)(=[O:3])[CH3:2]. The catalyst class is: 4. (7) Reactant: [CH3:1][O:2][C:3]1[N:8]=[C:7](/[CH:9]=[CH:10]/[C:11]2[N:29]=[C:14]3[CH:15]([C:19]4[CH:24]=[CH:23][CH:22]=[CH:21][C:20]=4[C:25]([F:28])([F:27])[F:26])[CH2:16][CH2:17][CH2:18][N:13]3[N:12]=2)[CH:6]=[CH:5][C:4]=1[N:30]1[CH:34]=[C:33]([CH3:35])[N:32]=[CH:31]1.[H-].[Na+].[O:38]=O. Product: [CH3:1][O:2][C:3]1[N:8]=[C:7](/[CH:9]=[CH:10]/[C:11]2[N:29]=[C:14]3[C:15]([C:19]4[CH:24]=[CH:23][CH:22]=[CH:21][C:20]=4[C:25]([F:28])([F:27])[F:26])([OH:38])[CH2:16][CH2:17][CH2:18][N:13]3[N:12]=2)[CH:6]=[CH:5][C:4]=1[N:30]1[CH:34]=[C:33]([CH3:35])[N:32]=[CH:31]1. The catalyst class is: 3. (8) Reactant: [C:1]([O:5][C:6]([NH:8][C:9]1[CH:17]=[CH:16][C:12]([C:13]([OH:15])=O)=[CH:11][CH:10]=1)=[O:7])([CH3:4])([CH3:3])[CH3:2].C(Cl)CCl.[CH:22]1[CH:23]=[CH:24][C:25]2N(O)N=N[C:26]=2[CH:27]=1.C(N(C(C)C)CC)(C)C.[NH2:41][C:42]1[CH:43]=[C:44]([NH:48][C:49](=O)OCC2C=CC=CC=2)[CH:45]=[CH:46][CH:47]=1.CN([CH:62]=[O:63])C. Product: [O:63]=[C:62]([C:26]1[CH:25]=[CH:24][CH:23]=[CH:22][CH:27]=1)[CH:49]=[N:48][C:44]1[CH:43]=[C:42]([NH:41][C:13]([C:12]2[CH:11]=[CH:10][C:9]([NH:8][C:6](=[O:7])[O:5][C:1]([CH3:2])([CH3:3])[CH3:4])=[CH:17][CH:16]=2)=[O:15])[CH:47]=[CH:46][CH:45]=1. The catalyst class is: 91. (9) Reactant: [CH2:1]([C:5]1[N:6]([C:21]2[CH:26]=[CH:25][C:24]([O:27][C:28]3[CH:33]=[CH:32][C:31]([Cl:34])=[CH:30][CH:29]=3)=[CH:23][CH:22]=2)[CH:7]=[C:8]([C:10]2[CH:15]=[CH:14][C:13]([O:16][CH2:17][C@H:18]3[CH2:20][O:19]3)=[CH:12][CH:11]=2)[N:9]=1)[CH2:2][CH2:3][CH3:4].[CH2:35]([NH2:37])[CH3:36]. Product: [CH2:1]([C:5]1[N:6]([C:21]2[CH:22]=[CH:23][C:24]([O:27][C:28]3[CH:33]=[CH:32][C:31]([Cl:34])=[CH:30][CH:29]=3)=[CH:25][CH:26]=2)[CH:7]=[C:8]([C:10]2[CH:11]=[CH:12][C:13]([O:16][CH2:17][C@H:18]([OH:19])[CH2:20][NH:37][CH2:35][CH3:36])=[CH:14][CH:15]=2)[N:9]=1)[CH2:2][CH2:3][CH3:4]. The catalyst class is: 5.